This data is from Catalyst prediction with 721,799 reactions and 888 catalyst types from USPTO. The task is: Predict which catalyst facilitates the given reaction. (1) Reactant: [Cl:1][C:2]1[CH:3]=[C:4]([C:9](=O)[CH2:10][CH2:11][C:12]2[CH:27]=[CH:26][C:15]([C:16]([NH:18][C:19]3[CH:24]=[CH:23][CH:22]=[CH:21][C:20]=3[CH3:25])=[O:17])=[CH:14][CH:13]=2)[CH:5]=[CH:6][C:7]=1[Cl:8].P(Cl)(Cl)(Cl)(Cl)[Cl:30].[Na]. Product: [Cl:30][C:9]([C:4]1[CH:5]=[CH:6][C:7]([Cl:8])=[C:2]([Cl:1])[CH:3]=1)=[CH:10][CH2:11][C:12]1[CH:27]=[CH:26][C:15]([C:16]([NH:18][C:19]2[CH:24]=[CH:23][CH:22]=[CH:21][C:20]=2[CH3:25])=[O:17])=[CH:14][CH:13]=1. The catalyst class is: 11. (2) Reactant: [CH:1]([N:4]1[CH2:9][CH2:8][N:7]([C:10]2[CH:11]=[N:12][C:13]([N+:16]([O-])=O)=[CH:14][CH:15]=2)[CH2:6][CH2:5]1)([CH3:3])[CH3:2]. Product: [CH:1]([N:4]1[CH2:5][CH2:6][N:7]([C:10]2[CH:15]=[CH:14][C:13]([NH2:16])=[N:12][CH:11]=2)[CH2:8][CH2:9]1)([CH3:3])[CH3:2]. The catalyst class is: 43. (3) Reactant: [CH2:1]([O:8][C:9]1[C:10](=[O:39])[N:11]([CH2:35][CH2:36][O:37][CH3:38])[CH:12]=[CH:13][C:14]=1[C:15]([NH:17][CH:18]([CH2:23][CH2:24][CH2:25][CH2:26][NH:27][C:28]([O:30][C:31]([CH3:34])([CH3:33])[CH3:32])=[O:29])[C:19]([O:21]C)=[O:20])=[O:16])[C:2]1[CH:7]=[CH:6][CH:5]=[CH:4][CH:3]=1.[OH-].[Na+].Cl. Product: [CH2:1]([O:8][C:9]1[C:10](=[O:39])[N:11]([CH2:35][CH2:36][O:37][CH3:38])[CH:12]=[CH:13][C:14]=1[C:15]([NH:17][CH:18]([CH2:23][CH2:24][CH2:25][CH2:26][NH:27][C:28]([O:30][C:31]([CH3:34])([CH3:32])[CH3:33])=[O:29])[C:19]([OH:21])=[O:20])=[O:16])[C:2]1[CH:3]=[CH:4][CH:5]=[CH:6][CH:7]=1. The catalyst class is: 5.